Dataset: Catalyst prediction with 721,799 reactions and 888 catalyst types from USPTO. Task: Predict which catalyst facilitates the given reaction. (1) Reactant: C([NH:8][CH:9]1[CH2:15][CH2:14][CH2:13][N:12]([C:16]([O:18][C:19]([CH3:22])([CH3:21])[CH3:20])=[O:17])[CH2:11][CH2:10]1)C1C=CC=CC=1. Product: [NH2:8][CH:9]1[CH2:15][CH2:14][CH2:13][N:12]([C:16]([O:18][C:19]([CH3:22])([CH3:21])[CH3:20])=[O:17])[CH2:11][CH2:10]1. The catalyst class is: 78. (2) Reactant: [SH:1][C:2]1[O:6][C:5]([C:7]2[CH:8]=[C:9]([N:13]3[CH2:22][C@H:21]4[N:17]([CH2:18][CH2:19][CH2:20]4)[C:16]4[N:23]=[C:24]([S:27][CH3:28])[N:25]=[CH:26][C:15]=4[C:14]3=[O:29])[CH:10]=[CH:11][CH:12]=2)=[N:4][N:3]=1.[C:30](=O)([O-])[O-].[K+].[K+].CI.O. Product: [CH3:28][S:27][C:24]1[N:25]=[CH:26][C:15]2[C:14](=[O:29])[N:13]([C:9]3[CH:10]=[CH:11][CH:12]=[C:7]([C:5]4[O:6][C:2]([S:1][CH3:30])=[N:3][N:4]=4)[CH:8]=3)[CH2:22][C@H:21]3[N:17]([CH2:18][CH2:19][CH2:20]3)[C:16]=2[N:23]=1. The catalyst class is: 3. (3) Reactant: [CH3:1][C:2]1[C:3]([CH2:14][S:15]([C:17]2[NH:21][C:20]3[CH:22]=[CH:23][CH:24]=[CH:25][C:19]=3[N:18]=2)=[O:16])=[N:4][CH:5]=[CH:6][C:7]=1[O:8][CH2:9][C:10]([F:13])([F:12])[F:11].CCN(CC)CC.[C:33]1([CH3:63])[CH:38]=[CH:37][C:36]([S:39]([CH2:42][CH2:43][O:44][C:45](=[O:62])[CH2:46][O:47][C:48]2[CH:53]=[C:52]([CH3:54])[C:51]([S:55](Cl)(=[O:57])=[O:56])=[C:50]([CH:59]([CH3:61])[CH3:60])[CH:49]=2)(=[O:41])=[O:40])=[CH:35][CH:34]=1.C([O-])(O)=O.[Na+]. Product: [C:33]1([CH3:63])[CH:38]=[CH:37][C:36]([S:39]([CH2:42][CH2:43][O:44][C:45](=[O:62])[CH2:46][O:47][C:48]2[CH:53]=[C:52]([CH3:54])[C:51]([S:55]([N:21]3[C:20]4[CH:22]=[CH:23][CH:24]=[CH:25][C:19]=4[N:18]=[C:17]3[S:15]([CH2:14][C:3]3[C:2]([CH3:1])=[C:7]([O:8][CH2:9][C:10]([F:13])([F:11])[F:12])[CH:6]=[CH:5][N:4]=3)=[O:16])(=[O:56])=[O:57])=[C:50]([CH:59]([CH3:60])[CH3:61])[CH:49]=2)(=[O:40])=[O:41])=[CH:35][CH:34]=1. The catalyst class is: 2. (4) Reactant: [CH3:1][O:2][C:3]1[CH:4]=[C:5]([N:12]2[CH2:17][CH2:16][N:15]([CH:18]([CH2:21][OH:22])[CH2:19][OH:20])[CH2:14][CH2:13]2)[CH:6]=[CH:7][C:8]=1[N+:9]([O-])=O. Product: [NH2:9][C:8]1[CH:7]=[CH:6][C:5]([N:12]2[CH2:17][CH2:16][N:15]([CH:18]([CH2:21][OH:22])[CH2:19][OH:20])[CH2:14][CH2:13]2)=[CH:4][C:3]=1[O:2][CH3:1]. The catalyst class is: 865. (5) Reactant: [NH2:1][C:2]1[S:3][CH:4]=[C:5]([C:9]2[CH:14]=[CH:13][C:12]([N+:15]([O-:17])=O)=[CH:11][CH:10]=2)[C:6]=1[C:7]#[N:8].Cl.Cl[C:20]([NH2:22])=[NH:21].[OH2:23]. Product: [N+:15]([C:12]1[CH:11]=[CH:10][C:9]([C:5]2[C:6]3[C:7]([NH2:8])=[N:21][C:20]([NH2:22])=[N:1][C:2]=3[S:3][CH:4]=2)=[CH:14][CH:13]=1)([O-:17])=[O:23]. The catalyst class is: 270. (6) Reactant: [CH3:1][O:2][C:3]1[CH:4]=[C:5]([CH:21]=[C:22]([O:24][CH3:25])[CH:23]=1)[CH2:6][NH:7][C:8]([C:10]12[CH2:19][CH:14]3[CH2:15][CH:16]([CH2:18][CH:12]([C:13]3=[O:20])[CH2:11]1)[CH2:17]2)=[O:9].[BH4-].[Na+]. Product: [CH3:25][O:24][C:22]1[CH:21]=[C:5]([CH:4]=[C:3]([O:2][CH3:1])[CH:23]=1)[CH2:6][NH:7][C:8]([C:10]12[CH2:19][CH:14]3[CH2:15][CH:16]([CH2:18][CH:12]([CH:13]3[OH:20])[CH2:11]1)[CH2:17]2)=[O:9]. The catalyst class is: 5. (7) Reactant: Cl.[F:2][C:3]([F:17])([F:16])[C:4]1[CH:5]=[C:6]([N:10]2[CH2:15][CH2:14][NH:13][CH2:12][CH2:11]2)[CH:7]=[CH:8][CH:9]=1.ClCCl.Br[CH2:22][CH2:23][Cl:24].C(N(CC)CC)C. Product: [Cl:24][CH2:23][CH2:22][N:13]1[CH2:14][CH2:15][N:10]([C:6]2[CH:7]=[CH:8][CH:9]=[C:4]([C:3]([F:2])([F:16])[F:17])[CH:5]=2)[CH2:11][CH2:12]1. The catalyst class is: 81.